This data is from Reaction yield outcomes from USPTO patents with 853,638 reactions. The task is: Predict the reaction yield, written as a fraction of the theoretical maximum amount of product (1.0 means a 100% yield; for example, 0.34 means a 34% yield). (1) The reactants are [CH:1]1([C:7]2[C:15]3[C:10](=[CH:11][C:12]([C:16](O)=[O:17])=[CH:13][CH:14]=3)[N:9]([CH2:19][C:20]([N:22]([CH3:24])[CH3:23])=[O:21])[C:8]=2[C:25]2[CH:30]=[CH:29][CH:28]=[CH:27][CH:26]=2)[CH2:6][CH2:5][CH2:4][CH2:3][CH2:2]1.C(Cl)(=O)C(Cl)=O.CN(C=O)C.[C:42]1([CH2:48][S:49]([NH2:52])(=[O:51])=[O:50])[CH:47]=[CH:46][CH:45]=[CH:44][CH:43]=1. The catalyst is C(Cl)Cl.CN(C1C=CN=CC=1)C. The product is [CH2:48]([S:49]([NH:52][C:16]([C:12]1[CH:11]=[C:10]2[C:15]([C:7]([CH:1]3[CH2:6][CH2:5][CH2:4][CH2:3][CH2:2]3)=[C:8]([C:25]3[CH:30]=[CH:29][CH:28]=[CH:27][CH:26]=3)[N:9]2[CH2:19][C:20]([N:22]([CH3:24])[CH3:23])=[O:21])=[CH:14][CH:13]=1)=[O:17])(=[O:50])=[O:51])[C:42]1[CH:43]=[CH:44][CH:45]=[CH:46][CH:47]=1. The yield is 0.400. (2) The reactants are [S:1]([N:11]1[C:15]2=[N:16][CH:17]=[C:18]([NH:20][CH2:21][C:22]([CH:24]3[CH2:40][C:26]4([CH2:29][N:28]([S:30]([C:33]5[CH:39]=[CH:38][C:36]([CH3:37])=[CH:35][CH:34]=5)(=[O:32])=[O:31])[CH2:27]4)[CH2:25]3)=O)[N:19]=[C:14]2[CH:13]=[CH:12]1)([C:4]1[CH:10]=[CH:9][C:7]([CH3:8])=[CH:6][CH:5]=1)(=[O:3])=[O:2]. The catalyst is CC#N. The product is [S:1]([N:11]1[C:15]2[N:16]=[CH:17][C:18]3[N:19]([C:22]([CH:24]4[CH2:40][C:26]5([CH2:29][N:28]([S:30]([C:33]6[CH:39]=[CH:38][C:36]([CH3:37])=[CH:35][CH:34]=6)(=[O:32])=[O:31])[CH2:27]5)[CH2:25]4)=[CH:21][N:20]=3)[C:14]=2[CH:13]=[CH:12]1)([C:4]1[CH:10]=[CH:9][C:7]([CH3:8])=[CH:6][CH:5]=1)(=[O:3])=[O:2]. The yield is 0.760. (3) The reactants are C[O:2][C:3](=[O:37])[C@@H:4]([NH:14][C:15](=[O:36])[C:16]1[CH:21]=[CH:20][C:19]([Br:22])=[CH:18][C:17]=1[NH:23][S:24]([C:27]1[C:32]2=[N:33][S:34][N:35]=[C:31]2[CH:30]=[CH:29][CH:28]=1)(=[O:26])=[O:25])[CH2:5][C:6]1[CH:11]=[CH:10][C:9]([Cl:12])=[C:8]([Cl:13])[CH:7]=1.N1SN=C2C(S(NC3C=C(Br)C=CC=3C(O)=O)(=O)=O)=CC=CC=12.Cl.COC(=O)[C@H](CC1C=CC(Cl)=C(Cl)C=1)N. No catalyst specified. The product is [N:35]1[S:34][N:33]=[C:32]2[C:27]([S:24]([NH:23][C:17]3[CH:18]=[C:19]([Br:22])[CH:20]=[CH:21][C:16]=3[C:15]([NH:14][C@@H:4]([CH2:5][C:6]3[CH:11]=[CH:10][C:9]([Cl:12])=[C:8]([Cl:13])[CH:7]=3)[C:3]([OH:37])=[O:2])=[O:36])(=[O:25])=[O:26])=[CH:28][CH:29]=[CH:30][C:31]=12. The yield is 0.950.